Dataset: Reaction yield outcomes from USPTO patents with 853,638 reactions. Task: Predict the reaction yield, written as a fraction of the theoretical maximum amount of product (1.0 means a 100% yield; for example, 0.34 means a 34% yield). (1) The reactants are [F:1][C:2]1[CH:3]=[CH:4][C:5]([O:10][C:11]2[CH:16]=[C:15]([CH3:17])[C:14]([N+:18]([O-])=O)=[CH:13][N:12]=2)=[C:6]([CH:9]=1)[C:7]#[N:8].Cl.[N:22]([O-])=O.[Na+].[N+]([O-])([O-])=O.[Na+].CC([O-])=O.[K+]. The catalyst is CC(O)=O.O.CCOC(C)=O. The product is [F:1][C:2]1[CH:3]=[CH:4][C:5]([O:10][C:11]2[CH:16]=[C:15]3[CH:17]=[N:22][NH:18][C:14]3=[CH:13][N:12]=2)=[C:6]([CH:9]=1)[C:7]#[N:8]. The yield is 0.880. (2) The reactants are [NH2:1][C@H:2]1[C@H:7]2[O:8][C@H:4]([CH2:5][CH2:6]2)[C@H:3]1[C:9]([O:11][CH3:12])=[O:10].[F:13][C:14]1[CH:21]=[CH:20][C:17]([CH:18]=O)=[CH:16][C:15]=1[CH3:22].C([BH3-])#N.[Na+].C(=O)(O)[O-].[Na+]. The catalyst is CO.C(OCC)(=O)C.C(O)(=O)C. The product is [F:13][C:14]1[CH:21]=[CH:20][C:17]([CH2:18][NH:1][C@H:2]2[C@H:7]3[O:8][C@H:4]([CH2:5][CH2:6]3)[C@H:3]2[C:9]([O:11][CH3:12])=[O:10])=[CH:16][C:15]=1[CH3:22]. The yield is 0.800.